This data is from Reaction yield outcomes from USPTO patents with 853,638 reactions. The task is: Predict the reaction yield, written as a fraction of the theoretical maximum amount of product (1.0 means a 100% yield; for example, 0.34 means a 34% yield). (1) The reactants are [CH:1]([N:4]1[C:8]([C:9]2[N:18]=[C:17]3[N:11]([CH2:12][CH2:13][O:14][C:15]4[CH:22]=[C:21]([CH:23]5[CH2:28][CH2:27][N:26]([CH2:29][CH2:30][O:31]C6CCCCO6)[CH2:25][CH2:24]5)[CH:20]=[CH:19][C:16]=43)[CH:10]=2)=[N:7][CH:6]=[N:5]1)([CH3:3])[CH3:2].Cl. The catalyst is CO.O1CCOCC1. The product is [CH:1]([N:4]1[C:8]([C:9]2[N:18]=[C:17]3[C:16]4[CH:19]=[CH:20][C:21]([CH:23]5[CH2:24][CH2:25][N:26]([CH2:29][CH2:30][OH:31])[CH2:27][CH2:28]5)=[CH:22][C:15]=4[O:14][CH2:13][CH2:12][N:11]3[CH:10]=2)=[N:7][CH:6]=[N:5]1)([CH3:3])[CH3:2]. The yield is 0.300. (2) The reactants are [C:1]([OH:9])(=O)[C:2]1[CH:7]=[CH:6][CH:5]=[CH:4][CH:3]=1.O.N1(O)C2C=CC=CC=2N=N1.Cl.CN(C)CCCN=C=NCC.[Cl:33][C:34]1[NH:42][C:41]2[C:40](=[O:43])[N:39]([CH2:44][CH2:45][CH2:46][CH2:47][C:48](=[NH:51])[NH:49]O)[C:38](=[O:52])[N:37]([CH2:53][CH2:54][CH2:55][CH2:56][CH3:57])[C:36]=2[N:35]=1. The catalyst is CS(C)=O. The product is [Cl:33][C:34]1[NH:42][C:41]2[C:40](=[O:43])[N:39]([CH2:44][CH2:45][CH2:46][CH2:47][C:48]3[N:49]=[C:1]([C:2]4[CH:3]=[CH:4][CH:5]=[CH:6][CH:7]=4)[O:9][N:51]=3)[C:38](=[O:52])[N:37]([CH2:53][CH2:54][CH2:55][CH2:56][CH3:57])[C:36]=2[N:35]=1. The yield is 0.250. (3) The reactants are CC(C)([O-])C.[Na+].C1(P(C2C=CC=CC=2)C2C=CC3C(=CC=CC=3)C=2C2C3C(=CC=CC=3)C=CC=2P(C2C=CC=CC=2)C2C=CC=CC=2)C=CC=CC=1.[NH:53]1[CH2:58][CH2:57][CH:56]([C:59]([O:61][CH2:62][CH3:63])=[O:60])[CH2:55][CH2:54]1.Br[C:65]1[C:70]([Cl:71])=[CH:69][CH:68]=[CH:67][N:66]=1.[Cl-].[NH4+]. The catalyst is C1(C)C=CC=CC=1.C1C=CC(/C=C/C(/C=C/C2C=CC=CC=2)=O)=CC=1.C1C=CC(/C=C/C(/C=C/C2C=CC=CC=2)=O)=CC=1.C1C=CC(/C=C/C(/C=C/C2C=CC=CC=2)=O)=CC=1.[Pd].[Pd]. The product is [Cl:71][C:70]1[C:65]([N:53]2[CH2:58][CH2:57][CH:56]([C:59]([O:61][CH2:62][CH3:63])=[O:60])[CH2:55][CH2:54]2)=[N:66][CH:67]=[CH:68][CH:69]=1. The yield is 0.390. (4) The reactants are [CH2:1]([N:8]1[C:12]([C@H:13]([N:18]([CH2:26][C@H:27]2[C@@H:31]([F:32])[CH2:30][N:29](C(OCC3C=CC=CC=3)=O)[CH2:28]2)[C:19]([C@@H:21]2[CH2:25][CH2:24][CH2:23][O:22]2)=[O:20])[C:14]([CH3:17])([CH3:16])[CH3:15])=[N:11][C:10]([C:43]2[CH:48]=[C:47]([F:49])[CH:46]=[CH:45][C:44]=2[F:50])=[N:9]1)[C:2]1[CH:7]=[CH:6][CH:5]=[CH:4][CH:3]=1. The catalyst is CCOC(C)=O.[Pd]. The product is [CH2:1]([N:8]1[C:12]([C@H:13]([N:18]([CH2:26][C@H:27]2[C@@H:31]([F:32])[CH2:30][NH:29][CH2:28]2)[C:19]([C@@H:21]2[CH2:25][CH2:24][CH2:23][O:22]2)=[O:20])[C:14]([CH3:17])([CH3:16])[CH3:15])=[N:11][C:10]([C:43]2[CH:48]=[C:47]([F:49])[CH:46]=[CH:45][C:44]=2[F:50])=[N:9]1)[C:2]1[CH:3]=[CH:4][CH:5]=[CH:6][CH:7]=1. The yield is 0.279. (5) The reactants are [OH-:1].[K+].[C:3]([NH:6][C:7]1[C:8]([I:33])=[C:9]([C:24]([N:26]([CH2:28][CH:29]([OH:32])[CH2:30][OH:31])[CH3:27])=[O:25])[C:10]([I:23])=[C:11]([C:21]=1[I:22])[C:12]([N:14]([CH2:16][CH:17]([OH:20])[CH2:18][OH:19])[CH3:15])=[O:13])(=[O:5])[CH3:4].B(O)(O)O.Cl[CH2:39][C:40]1([CH2:43]Cl)[CH2:42][O:41]1.Cl. The catalyst is C(#N)C.O.O.CO. The product is [OH:1][C:40]([CH2:42][OH:41])([CH2:43][N:6]([C:7]1[C:21]([I:22])=[C:11]([C:12]([N:14]([CH2:16][CH:17]([OH:20])[CH2:18][OH:19])[CH3:15])=[O:13])[C:10]([I:23])=[C:9]([C:8]=1[I:33])[C:24]([N:26]([CH2:28][CH:29]([OH:32])[CH2:30][OH:31])[CH3:27])=[O:25])[C:3](=[O:5])[CH3:4])[CH2:39][N:6]([C:7]1[C:21]([I:22])=[C:11]([C:12]([N:14]([CH3:15])[CH2:16][CH:17]([OH:20])[CH2:18][OH:19])=[O:13])[C:10]([I:23])=[C:9]([C:8]=1[I:33])[C:24]([N:26]([CH3:27])[CH2:28][CH:29]([OH:32])[CH2:30][OH:31])=[O:25])[C:3](=[O:5])[CH3:4]. The yield is 0.200. (6) The reactants are [Cl:1][C:2]1[CH:3]=[C:4]([N:12]([C:17]2[C:36]([CH:37]3[CH2:39][CH2:38]3)=[CH:35][C:20]3[C:21]([C:31]([NH:33][CH3:34])=[O:32])=[C:22]([C:24]4[CH:29]=[CH:28][C:27]([F:30])=[CH:26][CH:25]=4)[O:23][C:19]=3[CH:18]=2)[S:13]([CH3:16])(=[O:15])=[O:14])[CH:5]=[CH:6][C:7]=1[CH:8]([OH:11])[CH:9]=[CH2:10].CCN(C(C)C)C(C)C.[CH3:49][O:50][CH2:51]Cl. The catalyst is C1COCC1.O. The product is [Cl:1][C:2]1[CH:3]=[C:4]([N:12]([C:17]2[C:36]([CH:37]3[CH2:38][CH2:39]3)=[CH:35][C:20]3[C:21]([C:31]([NH:33][CH3:34])=[O:32])=[C:22]([C:24]4[CH:29]=[CH:28][C:27]([F:30])=[CH:26][CH:25]=4)[O:23][C:19]=3[CH:18]=2)[S:13]([CH3:16])(=[O:15])=[O:14])[CH:5]=[CH:6][C:7]=1[CH:8]([O:11][CH2:49][O:50][CH3:51])[CH:9]=[CH2:10]. The yield is 0.770. (7) The reactants are [C:1]([C:5]1[CH:27]=[CH:26][C:8]([C:9]([NH:11][C:12]2[N:13]=[C:14]3[CH:19]=[CH:18][C:17]([N:20]4[CH:24]=[CH:23][N:22]=[CH:21]4)=[N:16][N:15]3[CH:25]=2)=[O:10])=[CH:7][CH:6]=1)([CH3:4])([CH3:3])[CH3:2].[ClH:28]. The catalyst is CO. The product is [ClH:28].[ClH:28].[C:1]([C:5]1[CH:27]=[CH:26][C:8]([C:9]([NH:11][C:12]2[N:13]=[C:14]3[CH:19]=[CH:18][C:17]([N:20]4[CH:24]=[CH:23][N:22]=[CH:21]4)=[N:16][N:15]3[CH:25]=2)=[O:10])=[CH:7][CH:6]=1)([CH3:4])([CH3:2])[CH3:3]. The yield is 0.800.